This data is from Reaction yield outcomes from USPTO patents with 853,638 reactions. The task is: Predict the reaction yield, written as a fraction of the theoretical maximum amount of product (1.0 means a 100% yield; for example, 0.34 means a 34% yield). (1) The reactants are [I:1][CH2:2][CH2:3][CH2:4][CH2:5][CH2:6]I.[N:8]1[CH:13]=[CH:12][CH:11]=[CH:10][CH:9]=1. No catalyst specified. The product is [I-:1].[I-:1].[CH2:2]([N+:8]1[CH:13]=[CH:12][CH:11]=[CH:10][CH:9]=1)[CH2:3][CH2:4][CH2:5][CH2:6][N+:8]1[CH:13]=[CH:12][CH:11]=[CH:10][CH:9]=1. The yield is 0.900. (2) The reactants are [CH2:1]([O:8][C:9]([N:11]1[CH2:16][CH2:15][CH:14]([C:17](=[O:26])[NH:18][C:19]2[CH:24]=[C:23](Cl)[N:22]=[CH:21][N:20]=2)[CH2:13][CH2:12]1)=[O:10])[C:2]1[CH:7]=[CH:6][CH:5]=[CH:4][CH:3]=1.[CH3:27][O:28][C:29]1[CH:34]=[CH:33][CH:32]=[CH:31][C:30]=1B(O)O.C1(P(C2C=CC=CC=2)C2C=CC=CC=2)C=CC=CC=1. The catalyst is C(=O)([O-])[O-].[Na+].[Na+].O1CCOCC1.C([O-])(=O)C.[Pd+2].C([O-])(=O)C. The product is [CH2:1]([O:8][C:9]([N:11]1[CH2:16][CH2:15][CH:14]([C:17](=[O:26])[NH:18][C:19]2[CH:24]=[C:23]([C:30]3[CH:31]=[CH:32][CH:33]=[CH:34][C:29]=3[O:28][CH3:27])[N:22]=[CH:21][N:20]=2)[CH2:13][CH2:12]1)=[O:10])[C:2]1[CH:7]=[CH:6][CH:5]=[CH:4][CH:3]=1. The yield is 0.530. (3) The reactants are [O:1]1[CH2:6][CH2:5][CH2:4][CH2:3][CH:2]1[O:7][CH2:8][CH2:9][C:10]#[C:11][CH2:12][OH:13].C(O)C.N1C(C)=CC=CC=1C. The catalyst is [Pd].CC([O-])=O.CC([O-])=O.[Pb+2].CCCCCC. The product is [O:1]1[CH2:6][CH2:5][CH2:4][CH2:3][CH:2]1[O:7][CH2:8][CH2:9][CH:10]=[CH:11][CH2:12][OH:13]. The yield is 0.990. (4) The reactants are C(Cl)(=O)C(Cl)=O.CS(C)=O.[Cl:11][C:12]1[C:13]2[CH:24]=[CH:23][CH:22]=[CH:21][C:14]=2[S:15][C:16]=1[CH2:17][CH2:18][CH2:19][OH:20].C(N(CC)CC)C. The catalyst is ClCCl.O. The product is [Cl:11][C:12]1[C:13]2[CH:24]=[CH:23][CH:22]=[CH:21][C:14]=2[S:15][C:16]=1[CH2:17][CH2:18][CH:19]=[O:20]. The yield is 0.830. (5) The reactants are [CH3:1][O:2][C:3](=[O:11])[C:4]1[C:9]([NH2:10])=[CH:8][CH:7]=[N:6][CH:5]=1.C(N(C(C)C)CC)(C)C.[CH2:21]([O:28][C:29](=[O:38])[NH:30][CH:31]([C:35](F)=[O:36])[CH:32]([CH3:34])[CH3:33])[C:22]1[CH:27]=[CH:26][CH:25]=[CH:24][CH:23]=1. The product is [CH3:1][O:2][C:3](=[O:11])[C:4]1[C:9]([NH:10][C:35](=[O:36])[CH:31]([NH:30][C:29]([O:28][CH2:21][C:22]2[CH:23]=[CH:24][CH:25]=[CH:26][CH:27]=2)=[O:38])[CH:32]([CH3:34])[CH3:33])=[CH:8][CH:7]=[N:6][CH:5]=1. The yield is 0.901. The catalyst is ClCCl. (6) The reactants are Cl[N:2]1C(=O)CCC1=O.CN1CC[O:15][B:14]([C:18]2[CH:19]=[C:20]([S:24]([O-:26])=[O:25])[CH:21]=[N:22][CH:23]=2)[O:13]CC1.[Li+].[OH-].[NH4+]. The catalyst is C(Cl)Cl. The product is [S:24]([C:20]1[CH:21]=[N:22][CH:23]=[C:18]([B:14]([OH:15])[OH:13])[CH:19]=1)(=[O:26])(=[O:25])[NH2:2]. The yield is 0.880. (7) The catalyst is C(#N)C. The reactants are [NH2:1][C:2]1[C:7]([C:8]([F:11])([F:10])[F:9])=[CH:6][CH:5]=[CH:4][N:3]=1.C1C(=O)N([Br:19])C(=O)C1. The yield is 0.990. The product is [Br:19][C:5]1[CH:6]=[C:7]([C:8]([F:9])([F:11])[F:10])[C:2]([NH2:1])=[N:3][CH:4]=1. (8) The product is [Br:1][C:2]1[C:7]([O:8][CH2:10][CH2:11][F:12])=[CH:6][CH:5]=[CH:4][N:3]=1. The yield is 0.680. The reactants are [Br:1][C:2]1[C:7]([OH:8])=[CH:6][CH:5]=[CH:4][N:3]=1.Br[CH2:10][CH2:11][F:12].C([O-])([O-])=O.[K+].[K+]. The catalyst is C(#N)C. (9) The reactants are [NH2:1][C:2]1[N:7]=[C:6](Cl)[C:5]([C:9]#[N:10])=[C:4]([S:11]([CH3:13])=O)[N:3]=1.[SH:14][CH2:15][CH2:16][C:17]1[CH:22]=[CH:21][CH:20]=[CH:19][N:18]=1.[CH2:23]1[CH2:33][CH2:32][N:31]2[C:26](=NCCC2)[CH2:25][CH2:24]1.O. The catalyst is COCCOC. The product is [NH2:1][C:2]1[N:7]=[C:6]([S:14][CH2:15][CH2:16][C:17]2[CH:22]=[CH:21][CH:20]=[CH:19][N:18]=2)[C:5]([C:9]#[N:10])=[C:4]([S:11][CH2:13][CH2:25][C:26]2[CH:24]=[CH:23][CH:33]=[CH:32][N:31]=2)[N:3]=1. The yield is 0.330.